The task is: Predict the reactants needed to synthesize the given product.. This data is from Full USPTO retrosynthesis dataset with 1.9M reactions from patents (1976-2016). The reactants are: [CH:1]([NH2:4])([CH3:3])[CH3:2].[CH3:5][C:6](=C)[C:7]([NH2:9])=[O:8].[CH3:11]O. Given the product [CH3:11][NH:9][C:7](=[O:8])[CH2:6][CH2:5][NH:4][CH:1]([CH3:3])[CH3:2], predict the reactants needed to synthesize it.